Dataset: Catalyst prediction with 721,799 reactions and 888 catalyst types from USPTO. Task: Predict which catalyst facilitates the given reaction. (1) Reactant: [N:1]1([C:20]([O:22][CH2:23][C:24]2[CH:29]=[CH:28][CH:27]=[CH:26][CH:25]=2)=[O:21])[CH2:5][CH2:4][CH:3]([C:6]([O:8]C(C)(C)C)=[O:7])[N:2]1C(OC(C)(C)C)=O.C(O)(C(F)(F)F)=O.O. Product: [C:24]1([CH2:23][O:22][C:20]([N:1]2[CH2:5][CH2:4][CH:3]([C:6]([OH:8])=[O:7])[NH:2]2)=[O:21])[CH:29]=[CH:28][CH:27]=[CH:26][CH:25]=1. The catalyst class is: 4. (2) Reactant: Br[C:2]1[CH:7]=[CH:6][C:5]([O:8][Si:9]([CH:16]([CH3:18])[CH3:17])([CH:13]([CH3:15])[CH3:14])[CH:10]([CH3:12])[CH3:11])=[CH:4][CH:3]=1.C([Li])CCC.[CH3:24][O:25][CH2:26][O:27][C:28]1[CH:35]=[CH:34][CH:33]=[CH:32][C:29]=1[CH:30]=[O:31].O. Product: [CH3:24][O:25][CH2:26][O:27][C:28]1[CH:35]=[CH:34][CH:33]=[CH:32][C:29]=1[CH:30]([C:2]1[CH:7]=[CH:6][C:5]([O:8][Si:9]([CH:16]([CH3:18])[CH3:17])([CH:13]([CH3:15])[CH3:14])[CH:10]([CH3:12])[CH3:11])=[CH:4][CH:3]=1)[OH:31]. The catalyst class is: 7. (3) Reactant: [CH3:1][S:2]([C:5]1[CH:6]=[C:7]([C:11]2[N:16]3[N:17]=[C:18]([NH:20][C:21]4[CH:28]=[CH:27][C:24]([CH:25]=[O:26])=[CH:23][CH:22]=4)[N:19]=[C:15]3[CH:14]=[CH:13][CH:12]=2)[CH:8]=[CH:9][CH:10]=1)(=[O:4])=[O:3].[BH4-].[Na+]. Product: [CH3:1][S:2]([C:5]1[CH:6]=[C:7]([C:11]2[N:16]3[N:17]=[C:18]([NH:20][C:21]4[CH:22]=[CH:23][C:24]([CH2:25][OH:26])=[CH:27][CH:28]=4)[N:19]=[C:15]3[CH:14]=[CH:13][CH:12]=2)[CH:8]=[CH:9][CH:10]=1)(=[O:4])=[O:3]. The catalyst class is: 7. (4) Reactant: [Si:1]([O:8]/[C:9](=[CH:14]\[CH2:15][CH2:16][CH2:17][CH2:18][CH2:19][O:20][C:21]1[CH:26]=[CH:25][C:24]([C:27]2[CH:32]=[CH:31][C:30]([C:33]#[N:34])=[CH:29][CH:28]=2)=[CH:23][CH:22]=1)/[C:10]([O:12][CH3:13])=[O:11])([C:4]([CH3:7])([CH3:6])[CH3:5])([CH3:3])[CH3:2].C1C=C(Cl)C=C(C(OO)=[O:43])C=1.[F-].[K+]. Product: [Si:1]([O:8][C:9]1([C:10]([O:12][CH3:13])=[O:11])[CH:14]([CH2:15][CH2:16][CH2:17][CH2:18][CH2:19][O:20][C:21]2[CH:26]=[CH:25][C:24]([C:27]3[CH:28]=[CH:29][C:30]([C:33]#[N:34])=[CH:31][CH:32]=3)=[CH:23][CH:22]=2)[O:43]1)([C:4]([CH3:7])([CH3:6])[CH3:5])([CH3:3])[CH3:2]. The catalyst class is: 4. (5) Reactant: [CH:1]1([CH:7]([O:11][CH3:12])[C:8]([OH:10])=O)[CH2:6][CH2:5][CH2:4][CH2:3][CH2:2]1.CN([C:16]([O:20][N:21]1N=NC2C=CC=N[C:22]1=2)=[N+](C)C)C.F[P-](F)(F)(F)(F)F.CCN(C(C)C)C(C)C.Cl.CNOC. Product: [CH:1]1([CH:7]([O:11][CH3:12])[C:8]([N:21]([O:20][CH3:16])[CH3:22])=[O:10])[CH2:2][CH2:3][CH2:4][CH2:5][CH2:6]1. The catalyst class is: 3. (6) Reactant: [CH3:1][O:2][C:3]([C:5]1[N:6]([C:16]2[CH:21]=[C:20](Cl)[CH:19]=[CH:18][C:17]=2[N+:23]([O-:25])=[O:24])[CH:7]=[C:8]([C:10]2[CH:15]=[CH:14][CH:13]=[CH:12][CH:11]=2)[CH:9]=1)=[O:4].[N:26]1([CH2:32][CH2:33][CH2:34][NH2:35])[CH2:31][CH2:30][O:29][CH2:28][CH2:27]1.CCN(C(C)C)C(C)C. Product: [CH3:1][O:2][C:3]([C:5]1[N:6]([C:16]2[CH:21]=[C:20]([NH:35][CH2:34][CH2:33][CH2:32][N:26]3[CH2:31][CH2:30][O:29][CH2:28][CH2:27]3)[CH:19]=[CH:18][C:17]=2[N+:23]([O-:25])=[O:24])[CH:7]=[C:8]([C:10]2[CH:15]=[CH:14][CH:13]=[CH:12][CH:11]=2)[CH:9]=1)=[O:4]. The catalyst class is: 197. (7) Reactant: [Cl:1][C:2]1[CH:3]=[C:4]2[C:12](=[CH:13][C:14]=1[Cl:15])[N:11](S(C1C=CC(C)=CC=1)(=O)=O)[C:10]1[C:9]([C:31]([F:34])([F:33])[F:32])([O:26][Si](C)(C)C)[C:8]([F:36])([F:35])[CH2:7][CH2:6][C:5]2=1.[OH-].[K+].CCO. Product: [Cl:1][C:2]1[CH:3]=[C:4]2[C:12](=[CH:13][C:14]=1[Cl:15])[NH:11][C:10]1[C:9]([C:31]([F:32])([F:33])[F:34])([OH:26])[C:8]([F:35])([F:36])[CH2:7][CH2:6][C:5]2=1. The catalyst class is: 20. (8) Reactant: O=[C:2]1[CH2:11][CH2:10][CH:9]2[CH:4]([CH2:5][CH:6]([C:16]([O:18][CH2:19][CH3:20])=[O:17])[N:7]([C:12]([O:14][CH3:15])=[O:13])[CH2:8]2)[CH2:3]1.[CH2:21]([O:23][C:24](=[O:32])[C:25]1[CH:30]=[CH:29][CH:28]=[C:27]([NH2:31])[CH:26]=1)[CH3:22].C(O)(=O)C.[Na]. Product: [CH2:21]([O:23][C:24]([C:25]1[CH:26]=[C:27]([NH:31][C@H:2]2[CH2:11][CH2:10][C@@H:9]3[C@@H:4]([CH2:5][C@@H:6]([C:16]([O:18][CH2:19][CH3:20])=[O:17])[N:7]([C:12]([O:14][CH3:15])=[O:13])[CH2:8]3)[CH2:3]2)[CH:28]=[CH:29][CH:30]=1)=[O:32])[CH3:22]. The catalyst class is: 195. (9) Reactant: [NH2:1][C@H:2]([C@@H:6]([OH:10])[CH:7]([CH3:9])[CH3:8])[C:3]([OH:5])=[O:4].C([O-])(O)=O.[Na+].[C:16](=O)([O-:37])[O:17][C:18]1C(C)=C(C2C=CC(C3C=CC=CC=3)=CC=2)C=CN=1.[C:39]1([C:45]2[CH:50]=[CH:49][C:48](C3C=CN(C([O-])=O)C(=O)C=3C)=[CH:47][CH:46]=2)[CH:44]=[CH:43][CH:42]=[CH:41][CH:40]=1. Product: [OH:10][C@@H:6]([CH:7]([CH3:9])[CH3:8])[C@@H:2]([N:1]([C:48]1[CH:47]=[CH:46][C:45]([C:39]2[CH:40]=[CH:41][CH:42]=[CH:43][CH:44]=2)=[CH:50][CH:49]=1)[C:16]([O:17][CH3:18])=[O:37])[C:3]([OH:5])=[O:4]. The catalyst class is: 90.